Dataset: Forward reaction prediction with 1.9M reactions from USPTO patents (1976-2016). Task: Predict the product of the given reaction. (1) Given the reactants [CH3:1][CH2:2][CH2:3][CH2:4][CH2:5][N:6]([CH2:8][CH2:9][C:10]([P:16]([OH:19])([OH:18])=[O:17])([P:12]([OH:15])([OH:14])=[O:13])[OH:11])[CH3:7].[Cl-].[Zn+2:21].[Cl-], predict the reaction product. The product is: [Zn:21].[CH3:1][CH2:2][CH2:3][CH2:4][CH2:5][N:6]([CH2:8][CH2:9][C:10]([P:16]([OH:19])([OH:18])=[O:17])([P:12]([OH:15])([OH:14])=[O:13])[OH:11])[CH3:7]. (2) The product is: [CH2:15]=[C:2]1[CH2:4][CH:5]2[C:8]([CH3:10])([CH3:9])[C:1]1([CH3:11])[CH2:7][CH2:6]2. Given the reactants [C:1]12([CH3:11])[C:8]([CH3:10])([CH3:9])[CH:5]([CH2:6][CH2:7]1)[CH2:4][C:2]2=O.[H-].[Na+].O.[CH3:15]CCCC, predict the reaction product.